From a dataset of Choline transporter screen with 302,306 compounds. Binary Classification. Given a drug SMILES string, predict its activity (active/inactive) in a high-throughput screening assay against a specified biological target. (1) The drug is O=c1n(c(=O)n(c2nc(n(c12)CCCC)CN1CCN(CC1)c1ccccc1)C)C. The result is 1 (active). (2) The compound is S(=O)(=O)(N)c1ccc(CNc2nc3c(cc2)cccc3)cc1. The result is 1 (active). (3) The drug is Clc1nc2c3c(c4c(C(=O)c3ccc2)cccc4)c1C(=O)C. The result is 0 (inactive). (4) The molecule is S(=O)(=O)(Nc1sc(c(n1)C)C(=O)N\N=C(/c1ccccc1)C)c1ccccc1. The result is 0 (inactive). (5) The drug is S(Cc1ccc(OCCC)cc1)c1nc([nH]n1)C. The result is 0 (inactive). (6) The compound is OC(c1ccccc1)(c1ccccc1)C(=O)NN(CC)C(=O)c1ccccc1. The result is 0 (inactive). (7) The drug is s1c(NC(=O)CC(C)C)c(c(c1)c1sccc1)C(OCC)=O. The result is 0 (inactive). (8) The compound is S=C(Nc1cc(c(cc1)C)C)/N=C(\Nc1nc2c(c(n1)C)cc(OCC)cc2)N. The result is 0 (inactive).